Dataset: Catalyst prediction with 721,799 reactions and 888 catalyst types from USPTO. Task: Predict which catalyst facilitates the given reaction. Reactant: Cl[C:2]1[C:6]2[CH:7]=[C:8]([CH3:11])[CH:9]=[CH:10][C:5]=2[O:4][N:3]=1.[NH:12]1[CH2:17][CH2:16][NH:15][CH2:14][CH2:13]1.C1CCN2C(=NCCC2)CC1. Product: [N:12]1([C:2]2[C:6]3[CH:7]=[C:8]([CH3:11])[CH:9]=[CH:10][C:5]=3[O:4][N:3]=2)[CH2:17][CH2:16][NH:15][CH2:14][CH2:13]1. The catalyst class is: 6.